Dataset: Forward reaction prediction with 1.9M reactions from USPTO patents (1976-2016). Task: Predict the product of the given reaction. (1) Given the reactants [C:1]([O:9][CH2:10][C@@H:11]1[C:15]([O:17][C:18](=[O:20])[CH3:19])([CH3:16])[C@:14]([F:22])([CH3:21])[CH:13]([N:23]2[CH:31]=[N:30][C:29]3[C:24]2=[N:25][CH:26]=[N:27][C:28]=3Cl)[O:12]1)(=[O:8])[C:2]1[CH:7]=[CH:6][CH:5]=[CH:4][CH:3]=1.[CH:33]1([NH2:38])[CH2:37][CH2:36][CH2:35][CH2:34]1.O, predict the reaction product. The product is: [C:1]([O:9][CH2:10][C@@H:11]1[C:15]([O:17][C:18](=[O:20])[CH3:19])([CH3:16])[C@:14]([F:22])([CH3:21])[CH:13]([N:23]2[CH:31]=[N:30][C:29]3[C:24]2=[N:25][CH:26]=[N:27][C:28]=3[NH:38][CH:33]2[CH2:37][CH2:36][CH2:35][CH2:34]2)[O:12]1)(=[O:8])[C:2]1[CH:7]=[CH:6][CH:5]=[CH:4][CH:3]=1. (2) Given the reactants Cl[C:2]1[N:7]2[N:8]=[CH:9][CH:10]=[C:6]2[N:5]=[C:4]([NH2:11])[CH:3]=1.B(O)(O)[C:13]1[CH:14]=[CH:15][C:16]([CH3:19])=[CH:17][CH:18]=1, predict the reaction product. The product is: [C:16]1([CH3:19])[CH:17]=[CH:18][C:13]([C:2]2[N:7]3[N:8]=[CH:9][CH:10]=[C:6]3[N:5]=[C:4]([NH2:11])[CH:3]=2)=[CH:14][CH:15]=1.